From a dataset of Full USPTO retrosynthesis dataset with 1.9M reactions from patents (1976-2016). Predict the reactants needed to synthesize the given product. Given the product [CH3:5][C:4]([C:6]1[N:7]=[C:8]([C:13]2[CH:14]=[CH:15][C:16]([C:19]([F:20])([F:22])[F:21])=[CH:17][CH:18]=2)[S:9][C:10]=1[CH2:11][CH3:12])([CH3:23])[CH2:3][OH:2], predict the reactants needed to synthesize it. The reactants are: C[O:2][C:3](=O)[C:4]([CH3:23])([C:6]1[N:7]=[C:8]([C:13]2[CH:18]=[CH:17][C:16]([C:19]([F:22])([F:21])[F:20])=[CH:15][CH:14]=2)[S:9][C:10]=1[CH2:11][CH3:12])[CH3:5].[H-].[Al+3].[Li+].[H-].[H-].[H-].